Dataset: Catalyst prediction with 721,799 reactions and 888 catalyst types from USPTO. Task: Predict which catalyst facilitates the given reaction. (1) Reactant: [F:1][C:2]([F:11])([F:10])[C:3]1[CH:9]=[CH:8][C:6]([NH2:7])=[CH:5][CH:4]=1.[S-:12][C:13]#[N:14].[K+]. Product: [F:1][C:2]([F:10])([F:11])[C:3]1[CH:9]=[CH:8][C:6]([NH:7][C:13]([NH2:14])=[S:12])=[CH:5][CH:4]=1. The catalyst class is: 33. (2) Reactant: [OH:1][C:2]1[CH:22]=[CH:21][C:5]2[C:6](=[O:20])/[C:7](=[CH:9]/[C:10]3[C:18]4[C:13](=[CH:14][CH:15]=[C:16]([CH3:19])[CH:17]=4)[NH:12][CH:11]=3)/[O:8][C:4]=2[C:3]=1[CH2:23][N:24]1[CH2:29][CH2:28][N:27](C(OC(C)(C)C)=O)[CH2:26][CH2:25]1.[ClH:37]. Product: [ClH:37].[ClH:37].[OH:1][C:2]1[CH:22]=[CH:21][C:5]2[C:6](=[O:20])/[C:7](=[CH:9]/[C:10]3[C:18]4[C:13](=[CH:14][CH:15]=[C:16]([CH3:19])[CH:17]=4)[NH:12][CH:11]=3)/[O:8][C:4]=2[C:3]=1[CH2:23][N:24]1[CH2:29][CH2:28][NH:27][CH2:26][CH2:25]1. The catalyst class is: 135. (3) Reactant: Br[CH2:2][C:3]1[CH:4]=[C:5]2[C:10](=[CH:11][CH:12]=1)[C:9]([CH3:14])([CH3:13])[CH2:8][CH2:7][C:6]2([CH2:17][CH3:18])[CH2:15][CH3:16].CS(C1C=C(C=CC=1OC(F)(F)F)C[O:27][C:28]1[CH:33]=[CH:32][C:31]([C@@H:34]([C:39]2[CH:43]=[CH:42][O:41][N:40]=2)[CH2:35][C:36]([OH:38])=[O:37])=[CH:30][CH:29]=1)(=O)=O.C1C(=O)N(Br)C(=O)C1.C(OOC(=O)C1C=CC=CC=1)(=O)C1C=CC=CC=1. Product: [CH2:15]([C:6]1([CH2:17][CH3:18])[C:5]2[CH:4]=[C:3]([CH2:2][O:27][C:28]3[CH:33]=[CH:32][C:31]([C@@H:34]([C:39]4[CH:43]=[CH:42][O:41][N:40]=4)[CH2:35][C:36]([OH:38])=[O:37])=[CH:30][CH:29]=3)[CH:12]=[CH:11][C:10]=2[C:9]([CH3:14])([CH3:13])[CH2:8][CH2:7]1)[CH3:16]. The catalyst class is: 53. (4) Reactant: C([O:8][C:9]1[C:14]([C:15]2[CH:16]=[C:17]([C:38]([CH3:41])([CH3:40])[CH3:39])[C:18]([O:36][CH3:37])=[C:19]3[C:24]=2[N:23]=[CH:22][C:21]([C:25]2[CH:30]=[CH:29][C:28]([NH:31][S:32]([CH3:35])(=[O:34])=[O:33])=[CH:27][CH:26]=2)=[CH:20]3)=[CH:13][C:12]([F:42])=[C:11]([O:43][CH3:44])[N:10]=1)C1C=CC=CC=1.[H][H]. Product: [C:38]([C:17]1[C:18]([O:36][CH3:37])=[C:19]2[C:24](=[C:15]([C:14]3[C:9](=[O:8])[NH:10][C:11]([O:43][CH3:44])=[C:12]([F:42])[CH:13]=3)[CH:16]=1)[N:23]=[CH:22][C:21]([C:25]1[CH:26]=[CH:27][C:28]([NH:31][S:32]([CH3:35])(=[O:34])=[O:33])=[CH:29][CH:30]=1)=[CH:20]2)([CH3:41])([CH3:39])[CH3:40]. The catalyst class is: 350.